Task: Predict the reactants needed to synthesize the given product.. Dataset: Full USPTO retrosynthesis dataset with 1.9M reactions from patents (1976-2016) (1) The reactants are: [H-].[Na+].[CH3:3][O:4][C:5]1[CH:13]=[CH:12][CH:11]=[C:10]2[C:6]=1[C:7]([C:14]([NH2:16])=[O:15])=[CH:8][NH:9]2.[CH2:17]([S:21][C:22]1[N:27]=[C:26](Cl)[CH:25]=[CH:24][N:23]=1)[CH2:18][CH2:19][CH3:20]. Given the product [CH2:17]([S:21][C:22]1[N:23]=[C:24]([N:9]2[C:10]3[C:6](=[C:5]([O:4][CH3:3])[CH:13]=[CH:12][CH:11]=3)[C:7]([C:14]([NH2:16])=[O:15])=[CH:8]2)[CH:25]=[CH:26][N:27]=1)[CH2:18][CH2:19][CH3:20], predict the reactants needed to synthesize it. (2) Given the product [Br:1][C:2]1[C:3]([CH3:9])=[N:4][O:5][C:6]=1[CH2:7][O:8][Si:13]([CH:17]([CH3:19])[CH3:18])([CH:14]([CH3:16])[CH3:15])[CH:11]([CH3:12])[CH3:10], predict the reactants needed to synthesize it. The reactants are: [Br:1][C:2]1[C:3]([CH3:9])=[N:4][O:5][C:6]=1[CH2:7][OH:8].[CH3:10][CH:11]([Si:13](Cl)([CH:17]([CH3:19])[CH3:18])[CH:14]([CH3:16])[CH3:15])[CH3:12].N1C=CN=C1. (3) The reactants are: [NH2:1][C@H:2]([C:4]([OH:6])=O)[CH3:3].C([O-])=O.[Na+].OP([O-])([O-])=O.[Na+].[Na+].C1N=C(N)C2N=CN([C@@H:27]3[O:31][C@H:30](COP(OP(OC[C@H]4O[C@@H](N5C=C(C(N)=O)CC=C5)[C@H](O)[C@@H]4O)(O)=O)(O)=O)[C@@H](O)[C@H]3O)C=2N=1.[CH3:62][C:63]1[C:68](O)=[C:67]([CH:70]=O)[C:66]([CH2:72]OP(O)(O)=O)=CN=1.C([O-])=O.C(O[C@@H]1C(=O)CCOC1)C1C=CC=CC=1.Cl.C(=O)([O-])[O-].[K+].[K+]. Given the product [CH2:70]([O:6][C@@H:4]1[C@@H:2]([NH2:1])[CH2:3][CH2:27][O:31][CH2:30]1)[C:67]1[CH:68]=[CH:63][CH:62]=[CH:72][CH:66]=1, predict the reactants needed to synthesize it. (4) Given the product [CH3:20][N:2]([CH3:1])[S:3]([C:6]1[CH:19]=[CH:18][C:9]([CH2:10][C:11]2[CH:16]=[CH:15][C:14]([NH:17][C:27]3[NH:31][CH2:30][CH2:29][N:28]=3)=[CH:13][CH:12]=2)=[CH:8][CH:7]=1)(=[O:4])=[O:5], predict the reactants needed to synthesize it. The reactants are: [CH3:1][N:2]([CH3:20])[S:3]([C:6]1[CH:19]=[CH:18][C:9]([CH2:10][C:11]2[CH:16]=[CH:15][C:14]([NH2:17])=[CH:13][CH:12]=2)=[CH:8][CH:7]=1)(=[O:5])=[O:4].S(O)(O)(=O)=O.Cl[C:27]1[NH:28][CH2:29][CH2:30][N:31]=1.C(=O)([O-])[O-].[K+].[K+]. (5) Given the product [F:3][C:4]([F:8])([F:7])[CH2:5][O:6][C:10]1[CH:11]=[C:12]([CH:15]=[CH:16][N:17]=1)[C:13]#[N:14], predict the reactants needed to synthesize it. The reactants are: [H-].[Na+].[F:3][C:4]([F:8])([F:7])[CH2:5][OH:6].Cl[C:10]1[CH:11]=[C:12]([CH:15]=[CH:16][N:17]=1)[C:13]#[N:14]. (6) Given the product [OH:15][CH2:16][CH2:17][N:18]([CH2:27][CH2:28][OH:29])[C:19]1[CH:26]=[CH:25][C:22]([C:23]2[NH:6][C:4](=[O:5])[C:3]3[C:2](=[CH:10][C:9]([O:11][CH3:12])=[CH:8][C:7]=3[O:13][CH3:14])[N:1]=2)=[CH:21][CH:20]=1, predict the reactants needed to synthesize it. The reactants are: [NH2:1][C:2]1[CH:10]=[C:9]([O:11][CH3:12])[CH:8]=[C:7]([O:13][CH3:14])[C:3]=1[C:4]([NH2:6])=[O:5].[OH:15][CH2:16][CH2:17][N:18]([CH2:27][CH2:28][OH:29])[C:19]1[CH:26]=[CH:25][C:22]([CH:23]=O)=[CH:21][CH:20]=1.COC1C=C(OC)C=C2C=1C(=O)NC(C1C=CC=CN=1)=N2. (7) Given the product [NH2:13][C:14]1[N:15]=[C:16]([N:25]2[CH2:26][CH2:27][N:28]([C:31](=[O:41])[CH2:32][O:33][C:34]3[CH:39]=[CH:38][C:37]([Cl:40])=[CH:36][CH:35]=3)[CH2:29][CH2:30]2)[C:17]2[N:23]=[C:22]([C:7]3[CH:8]=[CH:9][C:4]([C:1](=[O:3])[CH3:2])=[CH:5][CH:6]=3)[CH:21]=[CH:20][C:18]=2[N:19]=1, predict the reactants needed to synthesize it. The reactants are: [C:1]([C:4]1[CH:9]=[CH:8][C:7](B(O)O)=[CH:6][CH:5]=1)(=[O:3])[CH3:2].[NH2:13][C:14]1[N:15]=[C:16]([N:25]2[CH2:30][CH2:29][N:28]([C:31](=[O:41])[CH2:32][O:33][C:34]3[CH:39]=[CH:38][C:37]([Cl:40])=[CH:36][CH:35]=3)[CH2:27][CH2:26]2)[C:17]2[N:23]=[C:22](Cl)[CH:21]=[CH:20][C:18]=2[N:19]=1. (8) Given the product [O:3]=[C:4]1[N:10]([CH:11]2[CH2:16][CH2:15][N:14]([C:17]([O:19][C@H:20]([CH2:41][C:42]3[CH:47]=[C:46]([Br:48])[C:45]([OH:49])=[C:44]([Br:50])[CH:43]=3)[C:21]([N:23]3[CH2:28][CH2:27][CH:26]([CH:29]4[CH2:30][CH2:31][N:32]([CH2:35][C:36]([OH:38])=[O:37])[CH2:33][CH2:34]4)[CH2:25][CH2:24]3)=[O:22])=[O:18])[CH2:13][CH2:12]2)[CH2:9][CH2:8][C:7]2[CH:51]=[CH:52][CH:53]=[CH:54][C:6]=2[NH:5]1, predict the reactants needed to synthesize it. The reactants are: [Li+].[OH-].[O:3]=[C:4]1[N:10]([CH:11]2[CH2:16][CH2:15][N:14]([C:17]([O:19][C@H:20]([CH2:41][C:42]3[CH:47]=[C:46]([Br:48])[C:45]([OH:49])=[C:44]([Br:50])[CH:43]=3)[C:21]([N:23]3[CH2:28][CH2:27][CH:26]([CH:29]4[CH2:34][CH2:33][N:32]([CH2:35][C:36]([O:38]CC)=[O:37])[CH2:31][CH2:30]4)[CH2:25][CH2:24]3)=[O:22])=[O:18])[CH2:13][CH2:12]2)[CH2:9][CH2:8][C:7]2[CH:51]=[CH:52][CH:53]=[CH:54][C:6]=2[NH:5]1.C(O)=O.